From a dataset of Reaction yield outcomes from USPTO patents with 853,638 reactions. Predict the reaction yield, written as a fraction of the theoretical maximum amount of product (1.0 means a 100% yield; for example, 0.34 means a 34% yield). (1) The reactants are C[O:2][C:3]1[C:4]([CH3:36])=[C:5]([C:27]([O:34]C)=[C:28]([O:32][CH3:33])[C:29]=1[O:30][CH3:31])[CH2:6][C:7]1[CH:20]=[CH:19][C:10]([C:11]([N:13]2[CH2:18][CH2:17][CH2:16][CH2:15][CH2:14]2)=[O:12])=[C:9]([C:21]2[CH:22]=[N:23][CH:24]=[CH:25][CH:26]=2)[CH:8]=1.O=[N+]([O-])[O-].[O-][N+](=O)[O-].[O-][N+](=O)[O-].[O-][N+](=O)[O-].[O-][N+](=O)[O-].[O-][N+](=O)[O-].[Ce+4].[NH4+].[NH4+]. The catalyst is C(#N)C.O. The product is [CH3:31][O:30][C:29]1[C:3](=[O:2])[C:4]([CH3:36])=[C:5]([CH2:6][C:7]2[CH:20]=[CH:19][C:10]([C:11]([N:13]3[CH2:18][CH2:17][CH2:16][CH2:15][CH2:14]3)=[O:12])=[C:9]([C:21]3[CH:22]=[N:23][CH:24]=[CH:25][CH:26]=3)[CH:8]=2)[C:27](=[O:34])[C:28]=1[O:32][CH3:33]. The yield is 0.400. (2) The reactants are [CH2:1](Br)[C:2]([C:4]1[CH:9]=[CH:8][CH:7]=[CH:6][CH:5]=1)=[O:3].[F:11][C:12]([F:42])([F:41])[C:13]1[CH:14]=[C:15]([CH:34]=[C:35]([C:37]([F:40])([F:39])[F:38])[CH:36]=1)[C:16]([N:18]1[CH2:23][CH2:22][NH:21][CH2:20][C@H:19]1[CH2:24][C:25]1[C:33]2[C:28](=[CH:29][CH:30]=[CH:31][CH:32]=2)[NH:27][CH:26]=1)=[O:17].[I-].[K+].C(N(C(C)C)CC)(C)C. The catalyst is C(#N)C. The product is [F:40][C:37]([F:38])([F:39])[C:35]1[CH:34]=[C:15]([CH:14]=[C:13]([C:12]([F:11])([F:41])[F:42])[CH:36]=1)[C:16]([N:18]1[CH2:23][CH2:22][N:21]([CH2:1][C:2]([C:4]2[CH:9]=[CH:8][CH:7]=[CH:6][CH:5]=2)=[O:3])[CH2:20][C@H:19]1[CH2:24][C:25]1[C:33]2[C:28](=[CH:29][CH:30]=[CH:31][CH:32]=2)[NH:27][CH:26]=1)=[O:17]. The yield is 0.850. (3) The reactants are [CH:1]1[C:10]2[C:5](=[CH:6][CH:7]=[CH:8][CH:9]=2)[CH:4]=[CH:3][C:2]=1[O:11][CH2:12][CH:13]1[CH2:15][O:14]1.[CH3:16][O:17][C:18]1[CH:23]=[CH:22][CH:21]=[CH:20][C:19]=1[N:24]1[CH2:29][CH2:28][NH:27][CH2:26][CH2:25]1. The catalyst is C(O)C. The product is [CH3:16][O:17][C:18]1[CH:23]=[CH:22][CH:21]=[CH:20][C:19]=1[N:24]1[CH2:29][CH2:28][N:27]([CH2:15][CH:13]([OH:14])[CH2:12][O:11][C:2]2[CH:3]=[CH:4][C:5]3[C:10](=[CH:9][CH:8]=[CH:7][CH:6]=3)[CH:1]=2)[CH2:26][CH2:25]1. The yield is 1.00. (4) The reactants are [CH2:1]1[CH2:7][O:6][CH2:5][CH2:4][NH:3][CH2:2]1.Cl.Cl[C:10]1[N:14]([CH3:15])[N:13]=[C:12]([CH3:16])[C:11]=1[CH:17]=[O:18].CN(P(N(C)C)(N(C)C)=O)C.C(=O)([O-])[O-].[K+].[K+]. The catalyst is O. The product is [CH3:15][N:14]1[C:10]([N:3]2[CH2:2][CH2:1][CH2:7][O:6][CH2:5][CH2:4]2)=[C:11]([CH:17]=[O:18])[C:12]([CH3:16])=[N:13]1. The yield is 0.610.